Task: Predict the product of the given reaction.. Dataset: Forward reaction prediction with 1.9M reactions from USPTO patents (1976-2016) (1) Given the reactants [Br:1][C:2]1[CH:8]=[CH:7][C:5]([NH2:6])=[C:4]([F:9])[CH:3]=1.Cl[C:11]1[O:12][C:13]2[CH:19]=[CH:18][CH:17]=[CH:16][C:14]=2[N:15]=1, predict the reaction product. The product is: [Br:1][C:2]1[CH:8]=[CH:7][C:5]([NH:6][C:11]2[O:12][C:13]3[CH:19]=[CH:18][CH:17]=[CH:16][C:14]=3[N:15]=2)=[C:4]([F:9])[CH:3]=1. (2) Given the reactants [Cl:1][C:2]1[CH:3]=[CH:4][C:5]([NH:8][C:9](=[O:24])[C:10]2[CH:15]=[CH:14][CH:13]=[CH:12][C:11]=2[NH:16][CH2:17][CH:18]2[CH2:23][CH2:22][NH:21][CH2:20][CH2:19]2)=[N:6][CH:7]=1.Cl.Cl[C:27]1[CH:32]=[CH:31][N:30]=[CH:29][CH:28]=1.C(N(CC)CC)C, predict the reaction product. The product is: [Cl:1][C:2]1[CH:3]=[CH:4][C:5]([NH:8][C:9](=[O:24])[C:10]2[CH:15]=[CH:14][CH:13]=[CH:12][C:11]=2[NH:16][CH2:17][CH:18]2[CH2:19][CH2:20][N:21]([C:27]3[CH:32]=[CH:31][N:30]=[CH:29][CH:28]=3)[CH2:22][CH2:23]2)=[N:6][CH:7]=1.